From a dataset of NCI-60 drug combinations with 297,098 pairs across 59 cell lines. Regression. Given two drug SMILES strings and cell line genomic features, predict the synergy score measuring deviation from expected non-interaction effect. Drug 1: C1CC(=O)NC(=O)C1N2CC3=C(C2=O)C=CC=C3N. Drug 2: C1=CC(=CC=C1CC(C(=O)O)N)N(CCCl)CCCl.Cl. Cell line: UACC-257. Synergy scores: CSS=13.1, Synergy_ZIP=0.823, Synergy_Bliss=9.03, Synergy_Loewe=6.40, Synergy_HSA=6.03.